From a dataset of Reaction yield outcomes from USPTO patents with 853,638 reactions. Predict the reaction yield, written as a fraction of the theoretical maximum amount of product (1.0 means a 100% yield; for example, 0.34 means a 34% yield). (1) The reactants are FC(F)(F)C([N:5]([C@@H:13]1[CH2:15][C@H:14]1[C:16]1[CH:21]=[CH:20][CH:19]=[CH:18][CH:17]=1)[CH2:6][CH:7]1[CH2:12][CH2:11][NH:10][CH2:9][CH2:8]1)=O.Br[CH2:25][C:26]1[CH:34]=[CH:33][C:29]([C:30]([OH:32])=[O:31])=[CH:28][CH:27]=1.C(=O)([O-])[O-].[K+].[K+]. The catalyst is C(#N)C. The product is [C:16]1([C@@H:14]2[CH2:15][C@H:13]2[NH:5][CH2:6][CH:7]2[CH2:8][CH2:9][N:10]([CH2:25][C:26]3[CH:34]=[CH:33][C:29]([C:30]([OH:32])=[O:31])=[CH:28][CH:27]=3)[CH2:11][CH2:12]2)[CH:17]=[CH:18][CH:19]=[CH:20][CH:21]=1. The yield is 0.193. (2) The reactants are [CH3:1][O:2][C:3]([NH:5][C@H:6]([C:11]([N:13]1[CH2:17][C@@H:16]([CH3:18])[CH2:15][C@H:14]1[C:19]1[NH:20][C:21]([C:24]2[CH:29]=[C:28]3[CH2:30][O:31][C:32]4[CH:59]=[C:58]5[C:35]([CH:36]=[CH:37][C:38]6[N:42]=[C:41]([C@@H:43]7[CH2:47][C@H:46]([CH2:48][O:49][CH3:50])[CH2:45][N:44]7[C:51](OC(C)(C)C)=[O:52])[NH:40][C:39]=65)=[CH:34][C:33]=4[C:27]3=[CH:26][CH:25]=2)=[CH:22][N:23]=1)=[O:12])[C@@H:7]([CH2:9][CH3:10])[CH3:8])=[O:4].[CH3:60][O:61][C:62]([NH:64][C@@H:65]([CH:69]([CH3:71])[CH3:70])C(O)=O)=[O:63].CN(C(ON1N=NC2C=CC=NC1=2)=[N+](C)C)C.F[P-](F)(F)(F)(F)F.CN1CCOCC1. The catalyst is Cl.CCO.CN(C=O)C. The product is [CH3:60][O:61][C:62](=[O:63])[NH:64][C@@H:65]([CH:69]([CH3:71])[CH3:70])[C:51]([N:44]1[CH2:45][C@@H:46]([CH2:48][O:49][CH3:50])[CH2:47][C@H:43]1[C:41]1[NH:40][C:39]2[C:58]3[C:35]([CH:36]=[CH:37][C:38]=2[N:42]=1)=[CH:34][C:33]1[C:27]2[C:28]([CH2:30][O:31][C:32]=1[CH:59]=3)=[CH:29][C:24]([C:21]1[NH:20][C:19]([C@@H:14]3[CH2:15][C@H:16]([CH3:18])[CH2:17][N:13]3[C:11](=[O:12])[C@@H:6]([NH:5][C:3]([O:2][CH3:1])=[O:4])[C@H:7]([CH3:8])[CH2:9][CH3:10])=[N:23][CH:22]=1)=[CH:25][CH:26]=2)=[O:52]. The yield is 0.710. (3) The reactants are [CH2:1]([NH2:3])[CH3:2].[CH2:4]([O:11][C:12]1[CH:17]=[C:16]([O:18][CH2:19][C:20]2[CH:25]=[CH:24][CH:23]=[CH:22][CH:21]=2)[C:15]([CH:26]([CH3:28])[CH3:27])=[CH:14][C:13]=1[C:29]1[O:33][N:32]=[C:31]([C:34](=[O:38])[NH:35][CH2:36][CH3:37])[C:30]=1[C:39]1[O:43][N:42]=[C:41]([C:44](OCC)=[O:45])[CH:40]=1)[C:5]1[CH:10]=[CH:9][CH:8]=[CH:7][CH:6]=1. The catalyst is CCO. The product is [CH2:4]([O:11][C:12]1[CH:17]=[C:16]([O:18][CH2:19][C:20]2[CH:25]=[CH:24][CH:23]=[CH:22][CH:21]=2)[C:15]([CH:26]([CH3:27])[CH3:28])=[CH:14][C:13]=1[C:29]1[O:33][N:32]=[C:31]([C:34]([NH:35][CH2:36][CH3:37])=[O:38])[C:30]=1[C:39]1[O:43][N:42]=[C:41]([C:44]([NH:3][CH2:1][CH3:2])=[O:45])[CH:40]=1)[C:5]1[CH:6]=[CH:7][CH:8]=[CH:9][CH:10]=1. The yield is 0.860. (4) The reactants are [Br:1][C:2]1[CH:7]=[CH:6][C:5]([C:8](=O)/[CH:9]=[CH:10]/[N:11](C)C)=[CH:4][CH:3]=1.Cl.[NH:16]([C:18]1[CH:23]=[C:22]([C:24]#[N:25])[CH:21]=[CH:20][N:19]=1)N. The catalyst is CO. The product is [Br:1][C:2]1[CH:3]=[CH:4][C:5]([C:8]2[N:16]([C:18]3[CH:23]=[C:22]([C:24]#[N:25])[CH:21]=[CH:20][N:19]=3)[N:11]=[CH:10][CH:9]=2)=[CH:6][CH:7]=1. The yield is 0.850. (5) The reactants are [NH:1]1[CH2:6][CH2:5][S:4](=[O:8])(=[O:7])[CH2:3][CH2:2]1.[F:9][C:10]([F:41])([F:40])[C:11]1[CH:12]=[C:13]([C@H:21]([O:23][C@@H:24]2[C@@H:29]([C:30]3[CH:35]=[CH:34][C:33]([F:36])=[C:32]([F:37])[CH:31]=3)[C@H:28]([CH:38]=O)[CH2:27][CH2:26][O:25]2)[CH3:22])[CH:14]=[C:15]([C:17]([F:20])([F:19])[F:18])[CH:16]=1.C(O[BH-](OC(=O)C)OC(=O)C)(=O)C.[Na+].C(=O)([O-])O.[Na+]. The catalyst is ClCCl. The product is [F:41][C:10]([F:9])([F:40])[C:11]1[CH:12]=[C:13]([C@H:21]([O:23][C@@H:24]2[C@@H:29]([C:30]3[CH:35]=[CH:34][C:33]([F:36])=[C:32]([F:37])[CH:31]=3)[C@H:28]([CH2:38][N:1]3[CH2:6][CH2:5][S:4](=[O:8])(=[O:7])[CH2:3][CH2:2]3)[CH2:27][CH2:26][O:25]2)[CH3:22])[CH:14]=[C:15]([C:17]([F:18])([F:20])[F:19])[CH:16]=1. The yield is 0.610. (6) The reactants are [CH2:1]([N:8](C)[CH2:9][CH2:10][CH2:11][N:12]1[C:21]2[CH2:20][CH2:19][CH2:18][CH2:17][C:16]=2[C:15](=[O:22])[NH:14][C:13]1=[O:23])C1C=CC=CC=1.C([O-])=O.[NH4+]. The catalyst is CO.O1CCCC1.[Pd]. The product is [CH3:1][NH:8][CH2:9][CH2:10][CH2:11][N:12]1[C:21]2[CH2:20][CH2:19][CH2:18][CH2:17][C:16]=2[C:15](=[O:22])[NH:14][C:13]1=[O:23]. The yield is 0.720. (7) The reactants are [Cl:1][C:2]1[N:3]=[CH:4][C:5]2[CH:10]=[C:9]([C:11]3[CH:16]=[CH:15][C:14](C)=[CH:13][C:12]=3[Cl:18])[N:8]([CH2:19][C@@H:20]3[CH2:25][CH2:24][CH2:23][N:22]([C:26]([O:28][C:29]([CH3:32])([CH3:31])[CH3:30])=[O:27])[CH2:21]3)[C:6]=2[N:7]=1.[Cl:33]C1C=C(Cl)C=CC=1C#C[Si](C)(C)C. No catalyst specified. The product is [Cl:1][C:2]1[N:3]=[CH:4][C:5]2[CH:10]=[C:9]([C:11]3[CH:16]=[CH:15][C:14]([Cl:33])=[CH:13][C:12]=3[Cl:18])[N:8]([CH2:19][C@@H:20]3[CH2:25][CH2:24][CH2:23][N:22]([C:26]([O:28][C:29]([CH3:30])([CH3:31])[CH3:32])=[O:27])[CH2:21]3)[C:6]=2[N:7]=1. The yield is 0.510.